Predict the product of the given reaction. From a dataset of Forward reaction prediction with 1.9M reactions from USPTO patents (1976-2016). (1) Given the reactants Cl.[CH3:2][O:3][C:4]1[CH:5]=[C:6]([C:12]2[C@@H:21]3[C@@H:16]([CH2:17][CH2:18][CH2:19][CH2:20]3)[C:15](=[O:22])[N:14]([CH:23]3[CH2:28][CH2:27][NH:26][CH2:25][CH2:24]3)[N:13]=2)[CH:7]=[CH:8][C:9]=1[O:10][CH3:11].[C:29]([O:33][C:34]([NH:36][CH2:37][CH2:38][C:39](O)=[O:40])=[O:35])([CH3:32])([CH3:31])[CH3:30].CN(C(ON1N=NC2C=CC=CC1=2)=[N+](C)C)C.F[P-](F)(F)(F)(F)F.CCN(C(C)C)C(C)C, predict the reaction product. The product is: [CH3:2][O:3][C:4]1[CH:5]=[C:6]([C:12]2[C@@H:21]3[C@@H:16]([CH2:17][CH2:18][CH2:19][CH2:20]3)[C:15](=[O:22])[N:14]([CH:23]3[CH2:24][CH2:25][N:26]([C:39](=[O:40])[CH2:38][CH2:37][NH:36][C:34](=[O:35])[O:33][C:29]([CH3:30])([CH3:31])[CH3:32])[CH2:27][CH2:28]3)[N:13]=2)[CH:7]=[CH:8][C:9]=1[O:10][CH3:11]. (2) Given the reactants [CH3:1][S:2]([CH2:5][CH2:6][OH:7])(=[O:4])=[O:3].C(N(CC)CC)C.[CH3:15][S:16]([Cl:19])(=[O:18])=[O:17].S([O-])([O-])(=O)=O.[Na+].[Na+], predict the reaction product. The product is: [CH3:15][S:16]([Cl:19])(=[O:18])=[O:17].[CH3:15][S:16]([O:7][CH2:6][CH2:5][S:2]([CH3:1])(=[O:4])=[O:3])(=[O:18])=[O:17]. (3) Given the reactants C([N-]C(C)C)(C)C.[Li+].[Cl:9][C:10]1[CH:15]=[C:14]([Cl:16])[CH:13]=[CH:12][N:11]=1.[C:17](=[O:19])=[O:18], predict the reaction product. The product is: [Cl:9][C:10]1[N:11]=[CH:12][CH:13]=[C:14]([Cl:16])[C:15]=1[C:17]([OH:19])=[O:18]. (4) Given the reactants [CH:1]1([N:4]2[CH2:9][CH2:8][CH2:7][C@@H:6]([CH2:10][N:11]3[CH2:16][CH2:15][NH:14][CH2:13][CH2:12]3)[CH2:5]2)[CH2:3][CH2:2]1.C1([O:23][C:24](=O)[NH:25][C:26]2[CH:30]=[C:29]([C:31]([CH3:34])([CH3:33])[CH3:32])[O:28][N:27]=2)C=CC=CC=1.C(N(CC)CC)C, predict the reaction product. The product is: [NH3:4].[C:31]([C:29]1[O:28][N:27]=[C:26]([NH:25][C:24]([N:14]2[CH2:15][CH2:16][N:11]([CH2:10][C@@H:6]3[CH2:7][CH2:8][CH2:9][N:4]([CH:1]4[CH2:3][CH2:2]4)[CH2:5]3)[CH2:12][CH2:13]2)=[O:23])[CH:30]=1)([CH3:34])([CH3:32])[CH3:33]. (5) Given the reactants [NH2:1][C:2]([C:4]1[CH:5]=[N:6][C:7]2[C:12]([C:13]=1[NH:14][C:15]1[CH:16]=[C:17]([CH:23]=[CH:24][CH:25]=1)[C:18]([O:20]CC)=[O:19])=[CH:11][CH:10]=[C:9]([C:26]1[CH:31]=[CH:30][N:29]=[C:28]([CH3:32])[CH:27]=1)[CH:8]=2)=[O:3].[OH-].[Na+], predict the reaction product. The product is: [NH2:1][C:2]([C:4]1[CH:5]=[N:6][C:7]2[C:12]([C:13]=1[NH:14][C:15]1[CH:16]=[C:17]([CH:23]=[CH:24][CH:25]=1)[C:18]([OH:20])=[O:19])=[CH:11][CH:10]=[C:9]([C:26]1[CH:31]=[CH:30][N:29]=[C:28]([CH3:32])[CH:27]=1)[CH:8]=2)=[O:3]. (6) Given the reactants [Br:1][C:2]1[CH:7]=[CH:6][C:5]([C:8]2[O:12][N:11]=[C:10]([CH3:13])[C:9]=2[CH:14]=[O:15])=[CH:4][CH:3]=1.[CH:16]([Mg]Br)=[CH2:17], predict the reaction product. The product is: [Br:1][C:2]1[CH:3]=[CH:4][C:5]([C:8]2[O:12][N:11]=[C:10]([CH3:13])[C:9]=2[CH:14]([OH:15])[CH:16]=[CH2:17])=[CH:6][CH:7]=1.